Dataset: NCI-60 drug combinations with 297,098 pairs across 59 cell lines. Task: Regression. Given two drug SMILES strings and cell line genomic features, predict the synergy score measuring deviation from expected non-interaction effect. (1) Drug 1: C1=NC2=C(N=C(N=C2N1C3C(C(C(O3)CO)O)O)F)N. Drug 2: C1=NC2=C(N1)C(=S)N=CN2. Cell line: HCT-15. Synergy scores: CSS=21.9, Synergy_ZIP=-4.10, Synergy_Bliss=2.28, Synergy_Loewe=-11.0, Synergy_HSA=0.736. (2) Drug 1: CC1=C(N=C(N=C1N)C(CC(=O)N)NCC(C(=O)N)N)C(=O)NC(C(C2=CN=CN2)OC3C(C(C(C(O3)CO)O)O)OC4C(C(C(C(O4)CO)O)OC(=O)N)O)C(=O)NC(C)C(C(C)C(=O)NC(C(C)O)C(=O)NCCC5=NC(=CS5)C6=NC(=CS6)C(=O)NCCC[S+](C)C)O. Drug 2: C(CN)CNCCSP(=O)(O)O. Cell line: MOLT-4. Synergy scores: CSS=42.1, Synergy_ZIP=14.2, Synergy_Bliss=16.7, Synergy_Loewe=3.96, Synergy_HSA=17.6. (3) Drug 2: C1=CC=C(C(=C1)C(C2=CC=C(C=C2)Cl)C(Cl)Cl)Cl. Synergy scores: CSS=7.32, Synergy_ZIP=3.64, Synergy_Bliss=9.68, Synergy_Loewe=3.67, Synergy_HSA=4.47. Drug 1: C1CCC(C1)C(CC#N)N2C=C(C=N2)C3=C4C=CNC4=NC=N3. Cell line: T-47D. (4) Cell line: TK-10. Drug 2: C1C(C(OC1N2C=NC3=C(N=C(N=C32)Cl)N)CO)O. Synergy scores: CSS=35.7, Synergy_ZIP=-0.582, Synergy_Bliss=-0.125, Synergy_Loewe=-0.897, Synergy_HSA=1.76. Drug 1: CC1C(C(=O)NC(C(=O)N2CCCC2C(=O)N(CC(=O)N(C(C(=O)O1)C(C)C)C)C)C(C)C)NC(=O)C3=C4C(=C(C=C3)C)OC5=C(C(=O)C(=C(C5=N4)C(=O)NC6C(OC(=O)C(N(C(=O)CN(C(=O)C7CCCN7C(=O)C(NC6=O)C(C)C)C)C)C(C)C)C)N)C. (5) Drug 1: C1CCN(CC1)CCOC2=CC=C(C=C2)C(=O)C3=C(SC4=C3C=CC(=C4)O)C5=CC=C(C=C5)O. Drug 2: N.N.Cl[Pt+2]Cl. Cell line: HCT116. Synergy scores: CSS=-3.01, Synergy_ZIP=3.99, Synergy_Bliss=2.39, Synergy_Loewe=-4.49, Synergy_HSA=-3.35.